This data is from Forward reaction prediction with 1.9M reactions from USPTO patents (1976-2016). The task is: Predict the product of the given reaction. Given the reactants C(O[CH2:9][CH2:10][C:11]1([CH2:16][CH:17]2[CH:26]([S:27]([C:30]3[CH:35]=[CH:34][C:33]([Cl:36])=[CH:32][CH:31]=3)(=[O:29])=[O:28])[C:25]3[C:20](=[C:21]([F:38])[CH:22]=[CH:23][C:24]=3[F:37])[O:19][CH2:18]2)[O:15][CH2:14][CH2:13][O:12]1)C1C=CC=CC=1.[H][H].CCN(CC)CC.O, predict the reaction product. The product is: [Cl:36][C:33]1[CH:34]=[CH:35][C:30]([S:27]([C@@:26]23[CH2:9][CH2:10][C:11]4([O:15][CH2:14][CH2:13][O:12]4)[CH2:16][C@H:17]2[CH2:18][O:19][C:20]2[C:21]([F:38])=[CH:22][CH:23]=[C:24]([F:37])[C:25]3=2)(=[O:29])=[O:28])=[CH:31][CH:32]=1.